Dataset: Forward reaction prediction with 1.9M reactions from USPTO patents (1976-2016). Task: Predict the product of the given reaction. (1) Given the reactants C([O:9][CH2:10][C@@H:11]1[CH2:15][C@@H:14]([NH:16][S:17]([CH3:20])(=[O:19])=[O:18])[C@H:13]([N:21]2[C:25]3[N:26]=[C:27]([NH2:31])[NH:28][C:29](=[O:30])[C:24]=3[S:23][C:22]2=[O:32])[O:12]1)(=O)C1C=CC=CC=1.C([O-])([O-])=O.[K+].[K+], predict the reaction product. The product is: [NH2:31][C:27]1[NH:28][C:29](=[O:30])[C:24]2[S:23][C:22](=[O:32])[N:21]([C@H:13]3[C@H:14]([NH:16][S:17]([CH3:20])(=[O:19])=[O:18])[CH2:15][C@@H:11]([CH2:10][OH:9])[O:12]3)[C:25]=2[N:26]=1. (2) Given the reactants [NH2:1][C:2]1[N:7]=[CH:6][C:5]([C:8]2[C:9]3[CH:36]=[C:35]([Cl:37])[CH:34]=[CH:33][C:10]=3[N:11](CC3C=CC(OC)=CC=3)[C:12](=[O:23])[CH:13]([CH2:15][C:16]3[CH:21]=[CH:20][CH:19]=[CH:18][C:17]=3[Cl:22])[N:14]=2)=[CH:4][N:3]=1.C(#N)C, predict the reaction product. The product is: [NH2:1][C:2]1[N:3]=[CH:4][C:5]([C:8]2[C:9]3[CH:36]=[C:35]([Cl:37])[CH:34]=[CH:33][C:10]=3[NH:11][C:12](=[O:23])[CH:13]([CH2:15][C:16]3[CH:21]=[CH:20][CH:19]=[CH:18][C:17]=3[Cl:22])[N:14]=2)=[CH:6][N:7]=1. (3) Given the reactants [Cl:1][C:2]1[CH:3]=[C:4]([CH:10]=[CH:11][C:12]=1[NH:13][C:14]1[N:19]=[CH:18][C:17]2[CH:20]=[C:21]([C:23]3[CH:24]=[N:25][N:26]([CH3:28])[CH:27]=3)[NH:22][C:16]=2[CH:15]=1)[C:5]([N:7]([CH3:9])[CH3:8])=[O:6].[CH:29]1([S:34](Cl)(=[O:36])=[O:35])[CH2:33][CH2:32][CH2:31][CH2:30]1, predict the reaction product. The product is: [Cl:1][C:2]1[CH:3]=[C:4]([CH:10]=[CH:11][C:12]=1[NH:13][C:14]1[N:19]=[CH:18][C:17]2[CH:20]=[C:21]([C:23]3[CH:24]=[N:25][N:26]([CH3:28])[CH:27]=3)[N:22]([S:34]([CH:29]3[CH2:33][CH2:32][CH2:31][CH2:30]3)(=[O:36])=[O:35])[C:16]=2[CH:15]=1)[C:5]([N:7]([CH3:9])[CH3:8])=[O:6]. (4) Given the reactants S(Cl)([Cl:3])=O.CN(C)C=O.[Cl:10][C:11]1[C:12]([CH3:29])=[C:13]([CH:22]2[CH2:27][NH:26][C:25](=[O:28])[CH2:24][O:23]2)[C:14]([O:20][CH3:21])=[C:15]([CH:17](O)[CH3:18])[CH:16]=1, predict the reaction product. The product is: [Cl:10][C:11]1[C:12]([CH3:29])=[C:13]([CH:22]2[CH2:27][NH:26][C:25](=[O:28])[CH2:24][O:23]2)[C:14]([O:20][CH3:21])=[C:15]([CH:17]([Cl:3])[CH3:18])[CH:16]=1.